From a dataset of Reaction yield outcomes from USPTO patents with 853,638 reactions. Predict the reaction yield, written as a fraction of the theoretical maximum amount of product (1.0 means a 100% yield; for example, 0.34 means a 34% yield). (1) The reactants are CN([CH:4]=[C:5]1[C:10](=O)[CH2:9][CH2:8][N:7]([C:12]2[CH:17]=[CH:16][N:15]=[C:14]([C:18]([NH:20][C:21]3[CH:26]=[CH:25][CH:24]=[C:23]([C:27]([F:30])([F:29])[F:28])[CH:22]=3)=[O:19])[CH:13]=2)[CH2:6]1)C.C(=O)(O)O.[NH2:35][C:36]([NH2:38])=[NH:37].O.O.O.C([O-])(=O)C.[Na+]. The catalyst is CCO. The product is [NH2:37][C:36]1[N:38]=[CH:4][C:5]2[CH2:6][N:7]([C:12]3[CH:17]=[CH:16][N:15]=[C:14]([C:18]([NH:20][C:21]4[CH:26]=[CH:25][CH:24]=[C:23]([C:27]([F:30])([F:28])[F:29])[CH:22]=4)=[O:19])[CH:13]=3)[CH2:8][CH2:9][C:10]=2[N:35]=1. The yield is 0.140. (2) The reactants are [CH2:1]([O:8][C:9]1[N:10]=[N:11][C:12](Cl)=[CH:13][C:14]=1[O:15][CH2:16][C:17]1[CH:22]=[CH:21][CH:20]=[CH:19][CH:18]=1)[C:2]1[CH:7]=[CH:6][CH:5]=[CH:4][CH:3]=1.[F:24][C:25]([F:38])([F:37])[C:26]1[CH:36]=[CH:35][C:29](/[CH:30]=[CH:31]/B(O)O)=[CH:28][CH:27]=1.C(=O)([O-])[O-].[K+].[K+]. No catalyst specified. The product is [CH2:1]([O:8][C:9]1[N:10]=[N:11][C:12](/[CH:31]=[CH:30]/[C:29]2[CH:28]=[CH:27][C:26]([C:25]([F:24])([F:37])[F:38])=[CH:36][CH:35]=2)=[CH:13][C:14]=1[O:15][CH2:16][C:17]1[CH:22]=[CH:21][CH:20]=[CH:19][CH:18]=1)[C:2]1[CH:7]=[CH:6][CH:5]=[CH:4][CH:3]=1. The yield is 0.790. (3) The reactants are [CH2:1]1[C:4]2([CH2:7][NH:6][CH2:5]2)[CH2:3][O:2]1.[CH:8]1([C:11]2[N:16]=[C:15]([C:17]([NH:19][C:20]3[CH:28]=[N:27][CH:26]=[CH:25][C:21]=3[C:22](O)=[O:23])=[O:18])[C:14]([NH:29][C:30]3[CH:31]=[N:32][CH:33]=[N:34][CH:35]=3)=[CH:13][CH:12]=2)[CH2:10][CH2:9]1. No catalyst specified. The product is [CH2:1]1[C:4]2([CH2:7][N:6]([C:22]([C:21]3[CH:25]=[CH:26][N:27]=[CH:28][C:20]=3[NH:19][C:17]([C:15]3[C:14]([NH:29][C:30]4[CH:31]=[N:32][CH:33]=[N:34][CH:35]=4)=[CH:13][CH:12]=[C:11]([CH:8]4[CH2:10][CH2:9]4)[N:16]=3)=[O:18])=[O:23])[CH2:5]2)[CH2:3][O:2]1. The yield is 0.0900. (4) The reactants are [OH:1][C:2]1[C:3](=[O:10])[CH:4]=[C:5]([CH3:9])[N:6]([CH3:8])[CH:7]=1.C[O:12][CH:13](O)[C:14]([F:17])([F:16])[F:15].C([O-])([O-])=O.[K+].[K+]. No catalyst specified. The product is [OH:1][C:2]1[C:3](=[O:10])[CH:4]=[C:5]([CH3:9])[N:6]([CH3:8])[C:7]=1[CH:13]([OH:12])[C:14]([F:17])([F:16])[F:15]. The yield is 0.390. (5) The catalyst is C1COCC1.[Pd]. The yield is 0.880. The product is [NH2:18][C:8]1[CH:7]=[C:6]([S:3]([NH:2][CH3:1])(=[O:4])=[O:5])[CH:11]=[CH:10][C:9]=1[N:12]1[CH2:17][CH2:16][O:15][CH2:14][CH2:13]1. The reactants are [CH3:1][NH:2][S:3]([C:6]1[CH:11]=[CH:10][C:9]([N:12]2[CH2:17][CH2:16][O:15][CH2:14][CH2:13]2)=[C:8]([N+:18]([O-])=O)[CH:7]=1)(=[O:5])=[O:4]. (6) The reactants are [H-].[Na+].[CH2:3]([O:5][C:6](=[O:11])[CH2:7][C:8]([CH3:10])=[O:9])[CH3:4].C([Li])CCC.CCCCCC.Br[CH2:24][CH2:25][CH2:26][CH2:27][CH2:28][CH2:29][CH2:30][CH2:31][CH2:32][CH2:33][CH2:34][CH2:35][CH2:36][CH2:37][CH2:38]C. The catalyst is C1COCC1.C(O)C. The product is [CH2:3]([O:5][C:6](=[O:11])[CH2:7][C:8](=[O:9])[CH2:10][CH2:38][CH2:37][CH2:36][CH2:35][CH2:34][CH2:33][CH2:32][CH2:31][CH2:30][CH2:29][CH2:28][CH2:27][CH2:26][CH2:25][CH3:24])[CH3:4]. The yield is 0.780. (7) The reactants are [OH:1][CH:2]1[C:7](=O)[CH2:6][CH:5]([C:9]2[CH:14]=[CH:13][N:12]=[CH:11][C:10]=2[N+:15]([O-:17])=[O:16])[O:4][CH:3]1[CH3:18].[C:19]1([CH2:25][NH2:26])[CH:24]=[CH:23][CH:22]=[CH:21][CH:20]=1.[BH4-].[Li+]. The catalyst is CO. The product is [CH2:25]([NH:26][CH:7]1[CH2:6][CH:5]([C:9]2[CH:14]=[CH:13][N:12]=[CH:11][C:10]=2[N+:15]([O-:17])=[O:16])[O:4][CH:3]([CH3:18])[CH:2]1[OH:1])[C:19]1[CH:24]=[CH:23][CH:22]=[CH:21][CH:20]=1. The yield is 0.430.